Task: Predict the reactants needed to synthesize the given product.. Dataset: Full USPTO retrosynthesis dataset with 1.9M reactions from patents (1976-2016) (1) Given the product [Cl:1][C:2]1[C:8]([Cl:9])=[CH:7][CH:6]=[CH:5][C:3]=1[NH:4][C:12](=[O:14])[CH2:11][C:10]([NH:4][C:3]1[CH:5]=[CH:6][CH:7]=[C:8]([Cl:9])[C:2]=1[Cl:1])=[O:18], predict the reactants needed to synthesize it. The reactants are: [Cl:1][C:2]1[C:8]([Cl:9])=[CH:7][CH:6]=[CH:5][C:3]=1[NH2:4].[C:10]([O:18]CC)(=O)[CH2:11][C:12]([O:14]CC)=O. (2) The reactants are: [C:1]1([C:7]#[C:8][C:9]#[C:10][C:11]2[CH:16]=[CH:15][CH:14]=[CH:13][CH:12]=2)[CH:6]=[CH:5][CH:4]=[CH:3][CH:2]=1.[Br:17][C:18]1[CH:24]=[CH:23][C:21]([NH2:22])=[CH:20][CH:19]=1. Given the product [Br:17][C:18]1[CH:24]=[CH:23][C:21]([N:22]2[C:7]([C:1]3[CH:6]=[CH:5][CH:4]=[CH:3][CH:2]=3)=[CH:8][CH:9]=[C:10]2[C:11]2[CH:12]=[CH:13][CH:14]=[CH:15][CH:16]=2)=[CH:20][CH:19]=1, predict the reactants needed to synthesize it. (3) Given the product [Cl:23][C:24]1[CH:25]=[C:26]([CH:27]=[CH:28][CH:29]=1)[CH2:30][S:31]([NH:34][C:20]([CH:18]1[CH2:19][N:16]([C:4]2[C:3]([C:1]#[N:2])=[CH:8][C:7]([C:9]([O:11][CH2:12][CH3:13])=[O:10])=[C:6]([CH2:14][F:15])[N:5]=2)[CH2:17]1)=[O:22])(=[O:32])=[O:33], predict the reactants needed to synthesize it. The reactants are: [C:1]([C:3]1[C:4]([N:16]2[CH2:19][CH:18]([C:20]([OH:22])=O)[CH2:17]2)=[N:5][C:6]([CH2:14][F:15])=[C:7]([C:9]([O:11][CH2:12][CH3:13])=[O:10])[CH:8]=1)#[N:2].[Cl:23][C:24]1[CH:25]=[C:26]([CH2:30][S:31]([NH2:34])(=[O:33])=[O:32])[CH:27]=[CH:28][CH:29]=1. (4) Given the product [F:1][C:2]1[CH:3]=[C:4]2[C@:10]3([CH2:23][C:13]4=[N:14][CH:15]=[C:16]([C:18]([O:20][CH2:21][CH3:22])=[O:19])[CH:17]=[C:12]4[CH2:11]3)[C:9](=[O:24])[NH:8][C:5]2=[N:6][CH:7]=1, predict the reactants needed to synthesize it. The reactants are: [F:1][C:2]1[CH:3]=[C:4]2[C@:10]3([CH2:23][C:13]4=[N:14][CH:15]=[C:16]([C:18]([O:20][CH2:21][CH3:22])=[O:19])[CH:17]=[C:12]4[CH2:11]3)[C:9](=[O:24])[N:8](COCC[Si](C)(C)C)[C:5]2=[N:6][CH:7]=1.Cl.C(N)CN.[OH-].[Na+]. (5) The reactants are: [Cl:1][C:2]1[N:3]=[C:4](Cl)[C:5]2[O:10][CH:9]=[CH:8][C:6]=2[N:7]=1.C(N(CC)CC)C.[NH2:19][C:20]1[NH:24][N:23]=[C:22]([C:25]([NH:27][CH:28]2[CH2:30][CH2:29]2)=[O:26])[CH:21]=1. Given the product [Cl:1][C:2]1[N:3]=[C:4]([NH:19][C:20]2[NH:24][N:23]=[C:22]([C:25]([NH:27][CH:28]3[CH2:29][CH2:30]3)=[O:26])[CH:21]=2)[C:5]2[O:10][CH:9]=[CH:8][C:6]=2[N:7]=1, predict the reactants needed to synthesize it. (6) Given the product [CH2:1]([O:3][C:4]([C:6]1[CH:10]=[C:9]([C:11]2[N:15]=[CH:14][N:13]([CH3:23])[N:12]=2)[N:8]([C:24]2[CH:25]=[N:26][C:27]([O:30][CH3:31])=[CH:28][CH:29]=2)[N:7]=1)=[O:5])[CH3:2], predict the reactants needed to synthesize it. The reactants are: [CH2:1]([O:3][C:4]([C:6]1[CH:10]=[C:9]([C:11]2[N:15]=[C:14](SC3C=CC=CC=3)[N:13]([CH3:23])[N:12]=2)[N:8]([C:24]2[CH:25]=[N:26][C:27]([O:30][CH3:31])=[CH:28][CH:29]=2)[N:7]=1)=[O:5])[CH3:2]. (7) Given the product [C:32]([O:36][C:37](=[O:55])[CH2:38][N:39]([CH2:14][CH:19]1[CH2:15][CH2:16][CH2:17][CH2:18]1)[S:40]([C:43]1[CH:52]=[C:51]2[C:46]([C:47]([Cl:54])=[CH:48][N:49]=[C:50]2[Cl:53])=[CH:45][CH:44]=1)(=[O:42])=[O:41])([CH3:35])([CH3:33])[CH3:34], predict the reactants needed to synthesize it. The reactants are: [CH:14]1[CH:19]=[CH:18][C:17](P([C:14]2[CH:19]=[CH:18][CH:17]=[CH:16][CH:15]=2)[C:14]2[CH:19]=[CH:18][CH:17]=[CH:16][CH:15]=2)=[CH:16][CH:15]=1.CCOC(/N=N/C(OCC)=O)=O.[C:32]([O:36][C:37](=[O:55])[CH2:38][NH:39][S:40]([C:43]1[CH:52]=[C:51]2[C:46]([C:47]([Cl:54])=[CH:48][N:49]=[C:50]2[Cl:53])=[CH:45][CH:44]=1)(=[O:42])=[O:41])([CH3:35])([CH3:34])[CH3:33].C1(CO)CCCC1. (8) Given the product [CH2:1]([C:3]1[CH:8]=[CH:7][C:6]([C:9]2[CH:14]=[CH:13][C:12]([C:15]3[Se:19][C:18]([CH:20]=[CH:24][CH3:25])=[CH:17][CH:16]=3)=[C:11]([F:22])[CH:10]=2)=[CH:5][CH:4]=1)[CH3:2], predict the reactants needed to synthesize it. The reactants are: [CH2:1]([C:3]1[CH:8]=[CH:7][C:6]([C:9]2[CH:14]=[CH:13][C:12]([C:15]3[Se:19][C:18]([CH:20]=O)=[CH:17][CH:16]=3)=[C:11]([F:22])[C:10]=2F)=[CH:5][CH:4]=1)[CH3:2].[CH3:24][C:25](C)([O-])C.[K+].O.Cl. (9) Given the product [N+:17]([O:20][CH:21]([CH2:29][O:30][N+:31]([O-:33])=[O:32])[CH2:22][O:23][CH2:24][CH2:25][C:26]([O:28][C@@H:8]1[CH2:9][O:10][C@@H:6]2[C@H:5]([OH:4])[CH2:12][O:13][C@H:7]12)=[O:27])([O-:19])=[O:18], predict the reactants needed to synthesize it. The reactants are: [N+]([O:4][C@H:5]([CH2:12][O:13][N+]([O-])=O)[CH2:6][CH2:7][CH2:8][C:9](O)=[O:10])([O-])=O.[N+:17]([O:20][CH:21]([CH2:29][O:30][N+:31]([O-:33])=[O:32])[CH2:22][O:23][CH2:24][CH2:25][C:26]([OH:28])=[O:27])([O-:19])=[O:18].